From a dataset of Forward reaction prediction with 1.9M reactions from USPTO patents (1976-2016). Predict the product of the given reaction. (1) Given the reactants [CH3:1][O:2][C:3]1[N:4]=[C:5]2[C:10](=[CH:11][CH:12]=1)[N:9]=[CH:8][CH:7]=[C:6]2[CH2:13][CH2:14][N:15]1[CH2:20][CH2:19][CH2:18][CH:17]([CH2:21][NH2:22])[CH2:16]1.CN(C=O)C.[O:28]=[C:29]1[CH2:34][S:33][C:32]2[CH:35]=[CH:36][C:37]([C:39](O)=[O:40])=[N:38][C:31]=2[NH:30]1.CN(C)CCCN=C=NCC, predict the reaction product. The product is: [CH3:1][O:2][C:3]1[N:4]=[C:5]2[C:10](=[CH:11][CH:12]=1)[N:9]=[CH:8][CH:7]=[C:6]2[CH2:13][CH2:14][N:15]1[CH2:20][CH2:19][CH2:18][CH:17]([CH2:21][NH:22][C:39]([C:37]2[CH:36]=[CH:35][C:32]3[S:33][CH2:34][C:29](=[O:28])[NH:30][C:31]=3[N:38]=2)=[O:40])[CH2:16]1. (2) Given the reactants [CH3:1][C:2]1[C:6]2[C:7](=[O:19])[N:8]([CH2:11][CH2:12][N:13]3[CH2:18][CH2:17][O:16][CH2:15][CH2:14]3)[CH2:9][CH2:10][C:5]=2[NH:4][C:3]=1[CH:20]=O.[Br:22][C:23]1[CH:24]=[C:25]2[C:29](=[CH:30][C:31]=1N)[NH:28][C:27](=[O:33])[CH2:26]2, predict the reaction product. The product is: [Br:22][C:23]1[CH:24]=[C:25]2[C:29](=[CH:30][CH:31]=1)[NH:28][C:27](=[O:33])[C:26]2=[CH:20][C:3]1[NH:4][C:5]2[CH2:10][CH2:9][N:8]([CH2:11][CH2:12][N:13]3[CH2:14][CH2:15][O:16][CH2:17][CH2:18]3)[C:7](=[O:19])[C:6]=2[C:2]=1[CH3:1]. (3) Given the reactants C([O-])(=O)C.[Si:5](Cl)([C:8]([CH3:11])([CH3:10])[CH3:9])([CH3:7])[CH3:6].[Br:13][C:14]1[C:15]([O:28][CH2:29][CH2:30][CH2:31][CH2:32][CH2:33][OH:34])=[CH:16][C:17]2[C:18]([CH3:27])([CH3:26])[CH2:19][CH2:20][C:21]([CH3:25])([CH3:24])[C:22]=2[CH:23]=1.[H-].[Na+], predict the reaction product. The product is: [Br:13][C:14]1[C:15]([O:28][CH2:29][CH2:30][CH2:31][CH2:32][CH2:33][O:34][Si:5]([C:8]([CH3:11])([CH3:10])[CH3:9])([CH3:7])[CH3:6])=[CH:16][C:17]2[C:18]([CH3:26])([CH3:27])[CH2:19][CH2:20][C:21]([CH3:24])([CH3:25])[C:22]=2[CH:23]=1.